Dataset: Peptide-MHC class I binding affinity with 185,985 pairs from IEDB/IMGT. Task: Regression. Given a peptide amino acid sequence and an MHC pseudo amino acid sequence, predict their binding affinity value. This is MHC class I binding data. (1) The MHC is HLA-A29:02 with pseudo-sequence HLA-A29:02. The peptide sequence is LWVTDNNRSF. The binding affinity (normalized) is 0.0203. (2) The peptide sequence is REAVEDGRFW. The MHC is HLA-B44:03 with pseudo-sequence HLA-B44:03. The binding affinity (normalized) is 0.612.